Task: Regression. Given two drug SMILES strings and cell line genomic features, predict the synergy score measuring deviation from expected non-interaction effect.. Dataset: NCI-60 drug combinations with 297,098 pairs across 59 cell lines Drug 1: CC1=C(C=C(C=C1)C(=O)NC2=CC(=CC(=C2)C(F)(F)F)N3C=C(N=C3)C)NC4=NC=CC(=N4)C5=CN=CC=C5. Drug 2: CC(C)CN1C=NC2=C1C3=CC=CC=C3N=C2N. Cell line: IGROV1. Synergy scores: CSS=-2.35, Synergy_ZIP=0.927, Synergy_Bliss=-0.692, Synergy_Loewe=-2.18, Synergy_HSA=-2.43.